This data is from Forward reaction prediction with 1.9M reactions from USPTO patents (1976-2016). The task is: Predict the product of the given reaction. Given the reactants [Cl:1][C:2]1[CH:7]=[CH:6][C:5](I)=[CH:4][CH:3]=1.Br[C:10]([F:17])([F:16])[C:11]([O:13][CH2:14][CH3:15])=[O:12], predict the reaction product. The product is: [Cl:1][C:2]1[CH:7]=[CH:6][C:5]([C:10]([F:17])([F:16])[C:11]([O:13][CH2:14][CH3:15])=[O:12])=[CH:4][CH:3]=1.